Predict the product of the given reaction. From a dataset of Forward reaction prediction with 1.9M reactions from USPTO patents (1976-2016). (1) Given the reactants [F:1][C:2]1[C:7]([F:8])=[CH:6][CH:5]=[CH:4][C:3]=1[NH:9][C:10](=[O:21])[CH2:11][NH:12][NH:13]C(OC(C)(C)C)=O.[CH3:22][S:23]([OH:26])(=[O:25])=[O:24], predict the reaction product. The product is: [CH3:22][S:23]([O-:26])(=[O:25])=[O:24].[CH3:22][S:23]([O-:26])(=[O:25])=[O:24].[F:1][C:2]1[C:7]([F:8])=[CH:6][CH:5]=[CH:4][C:3]=1[NH:9][C:10](=[O:21])[CH2:11][NH2+:12][NH2:13].[F:1][C:2]1[C:7]([F:8])=[CH:6][CH:5]=[CH:4][C:3]=1[NH:9][C:10](=[O:21])[CH2:11][NH2+:12][NH2:13]. (2) Given the reactants [NH3:1].[CH2:2]([O:9][C:10]([N:12]1[CH2:17][CH2:16][CH:15]([S:18](Cl)(=[O:20])=[O:19])[CH2:14][CH2:13]1)=[O:11])[C:3]1[CH:8]=[CH:7][CH:6]=[CH:5][CH:4]=1, predict the reaction product. The product is: [NH2:1][S:18]([CH:15]1[CH2:16][CH2:17][N:12]([C:10]([O:9][CH2:2][C:3]2[CH:8]=[CH:7][CH:6]=[CH:5][CH:4]=2)=[O:11])[CH2:13][CH2:14]1)(=[O:20])=[O:19].